From a dataset of Reaction yield outcomes from USPTO patents with 853,638 reactions. Predict the reaction yield, written as a fraction of the theoretical maximum amount of product (1.0 means a 100% yield; for example, 0.34 means a 34% yield). (1) The reactants are [CH3:1][C@@H:2]([OH:5])[C:3]#[CH:4].C1(P(C2C=CC=CC=2)C2C=CC=CC=2)C=CC=CC=1.O[C:26]1[CH:27]=[C:28]([CH3:36])[C:29]([C:32]([O:34][CH3:35])=[O:33])=[N:30][CH:31]=1.N(C(OC(C)C)=O)=NC(OC(C)C)=O.CC(OC(/N=N/C(OC(C)C)=O)=O)C. The product is [CH3:1][C@H:2]([O:5][C:26]1[CH:27]=[C:28]([CH3:36])[C:29]([C:32]([O:34][CH3:35])=[O:33])=[N:30][CH:31]=1)[C:3]#[CH:4]. The yield is 2.07. The catalyst is C1COCC1. (2) The reactants are [OH:1][C@@:2]1([C:9]#[C:10][C:11]2[CH:12]=[C:13]([C:17]3[CH:18]=[CH:19][C:20]([CH3:27])=[C:21]([CH:26]=3)[C:22]([O:24]C)=O)[CH:14]=[CH:15][CH:16]=2)[CH2:6][CH2:5][N:4]([CH3:7])[C:3]1=[O:8].[NH3:28]. No catalyst specified. The product is [OH:1][C@@:2]1([C:9]#[C:10][C:11]2[CH:12]=[C:13]([C:17]3[CH:18]=[CH:19][C:20]([CH3:27])=[C:21]([CH:26]=3)[C:22]([NH2:28])=[O:24])[CH:14]=[CH:15][CH:16]=2)[CH2:6][CH2:5][N:4]([CH3:7])[C:3]1=[O:8]. The yield is 0.720. (3) The reactants are [CH2:1]([N:3](CC)[CH2:4]C)C.[CH2:8]([O:15][C:16](=[O:30])[CH2:17][C@H:18]([C:27](O)=[O:28])[NH:19][C:20]([O:22][C:23]([CH3:26])([CH3:25])[CH3:24])=[O:21])[C:9]1[CH:14]=[CH:13][CH:12]=[CH:11][CH:10]=1.ClC(OCC)=O.Cl.CNC. The catalyst is ClCCl. The product is [CH2:8]([O:15][C:16](=[O:30])[CH2:17][C@@H:18]([NH:19][C:20]([O:22][C:23]([CH3:26])([CH3:25])[CH3:24])=[O:21])[C:27]([N:3]([CH3:4])[CH3:1])=[O:28])[C:9]1[CH:14]=[CH:13][CH:12]=[CH:11][CH:10]=1. The yield is 0.700. (4) The reactants are [F:1][C:2]([F:12])([F:11])[O:3][C:4]1[CH:9]=[CH:8][C:7]([NH2:10])=[CH:6][CH:5]=1.C(O[CH:16]1[CH2:20][CH2:19][CH:18](OCC)O1)C. The catalyst is C(O)(=O)C. The product is [F:1][C:2]([F:11])([F:12])[O:3][C:4]1[CH:5]=[CH:6][C:7]([N:10]2[CH:16]=[CH:20][CH:19]=[CH:18]2)=[CH:8][CH:9]=1. The yield is 0.810. (5) The reactants are [F:1][C:2]1[CH:11]=[C:10]2[C:5]([C:6](O)=[C:7]([C:12]#[N:13])[CH:8]=[N:9]2)=[CH:4][C:3]=1[O:15][CH3:16].C([O-])(O)=O.[Na+].O=P(Cl)(Cl)[Cl:24]. The catalyst is CN(C=O)C. The product is [Cl:24][C:6]1[C:5]2[C:10](=[CH:11][C:2]([F:1])=[C:3]([O:15][CH3:16])[CH:4]=2)[N:9]=[CH:8][C:7]=1[C:12]#[N:13]. The yield is 0.460. (6) The reactants are C([O:3][C:4](=O)[C:5]([CH3:27])=[CH:6][CH:7]=[CH:8][C:9]([CH3:26])=[CH:10][CH:11]=[CH:12][CH:13]=[C:14]([CH3:25])[CH:15]=[CH:16][CH:17]=[C:18]([CH3:24])[C:19](OCC)=[O:20])C.[H-].C([Al+]CC(C)C)C(C)C.C1(C)C=CC=CC=1.[OH-].[Na+]. The catalyst is C(Cl)Cl.O. The product is [CH3:24][C:18](=[CH:17][CH:16]=[CH:15][C:14]([CH3:25])=[CH:13][CH:12]=[CH:11][CH:10]=[C:9]([CH3:26])[CH:8]=[CH:7][CH:6]=[C:5]([CH3:27])[CH2:4][OH:3])[CH2:19][OH:20]. The yield is 0.850. (7) The reactants are Cl[C:2]1[N:7]=[CH:6][C:5]2[N:8]=[N:9][N:10]([CH2:11][O:12][CH2:13][CH2:14][Si:15]([CH3:18])([CH3:17])[CH3:16])[C:4]=2[CH:3]=1.[CH3:19][N:20]1[CH:24]=[C:23]([Sn](CCCC)(CCCC)CCCC)[N:22]=[CH:21]1. The catalyst is CN(C=O)C.C1C=CC([P]([Pd]([P](C2C=CC=CC=2)(C2C=CC=CC=2)C2C=CC=CC=2)([P](C2C=CC=CC=2)(C2C=CC=CC=2)C2C=CC=CC=2)[P](C2C=CC=CC=2)(C2C=CC=CC=2)C2C=CC=CC=2)(C2C=CC=CC=2)C2C=CC=CC=2)=CC=1. The product is [CH3:19][N:20]1[CH:24]=[C:23]([C:2]2[N:7]=[CH:6][C:5]3[N:8]=[N:9][N:10]([CH2:11][O:12][CH2:13][CH2:14][Si:15]([CH3:18])([CH3:17])[CH3:16])[C:4]=3[CH:3]=2)[N:22]=[CH:21]1. The yield is 0.900.